Task: Predict the reactants needed to synthesize the given product.. Dataset: Full USPTO retrosynthesis dataset with 1.9M reactions from patents (1976-2016) Given the product [NH2:34][C:31]1[N:32]=[CH:33][C:28]([C:2]2[N:6]3[N:7]=[C:8]([C:11]4[CH:19]=[CH:18][C:14]([C:15]([NH2:17])=[O:16])=[CH:13][CH:12]=4)[CH:9]=[CH:10][C:5]3=[N:4][CH:3]=2)=[CH:29][C:30]=1[C:35]([F:38])([F:36])[F:37], predict the reactants needed to synthesize it. The reactants are: Br[C:2]1[N:6]2[N:7]=[C:8]([C:11]3[CH:19]=[CH:18][C:14]([C:15]([NH2:17])=[O:16])=[CH:13][CH:12]=3)[CH:9]=[CH:10][C:5]2=[N:4][CH:3]=1.CC1(C)C(C)(C)OB([C:28]2[CH:29]=[C:30]([C:35]([F:38])([F:37])[F:36])[C:31]([NH2:34])=[N:32][CH:33]=2)O1.